This data is from Full USPTO retrosynthesis dataset with 1.9M reactions from patents (1976-2016). The task is: Predict the reactants needed to synthesize the given product. (1) The reactants are: [Cl:1][C:2]1[CH:28]=[CH:27][CH:26]=[C:25]([C:29]([F:32])([F:31])[F:30])[C:3]=1[CH2:4][N:5]1[C:13]2[C:8](=[N:9][CH:10]=[CH:11][CH:12]=2)[C:7]([C:14]2[CH:23]=[CH:22][C:17]([C:18]([O:20]C)=[O:19])=[CH:16][C:15]=2[F:24])=[CH:6]1.[Li+].[OH-]. Given the product [Cl:1][C:2]1[CH:28]=[CH:27][CH:26]=[C:25]([C:29]([F:32])([F:31])[F:30])[C:3]=1[CH2:4][N:5]1[C:13]2[C:8](=[N:9][CH:10]=[CH:11][CH:12]=2)[C:7]([C:14]2[CH:23]=[CH:22][C:17]([C:18]([OH:20])=[O:19])=[CH:16][C:15]=2[F:24])=[CH:6]1, predict the reactants needed to synthesize it. (2) Given the product [NH2:1][C:2]1[N:7]=[C:6]([O:34][C:28]2[CH:33]=[CH:32][CH:31]=[CH:30][CH:29]=2)[C:5]([C:12]2[CH:13]=[CH:14][C:15](=[O:21])[N:16]([CH:18]([CH3:20])[CH3:19])[N:17]=2)=[C:4]([C:22]2[CH:27]=[CH:26][CH:25]=[CH:24][CH:23]=2)[N:3]=1, predict the reactants needed to synthesize it. The reactants are: [NH2:1][C:2]1[N:7]=[C:6](S(C)(=O)=O)[C:5]([C:12]2[CH:13]=[CH:14][C:15](=[O:21])[N:16]([CH:18]([CH3:20])[CH3:19])[N:17]=2)=[C:4]([C:22]2[CH:27]=[CH:26][CH:25]=[CH:24][CH:23]=2)[N:3]=1.[C:28]1([OH:34])[CH:33]=[CH:32][CH:31]=[CH:30][CH:29]=1. (3) Given the product [C:18]([O:22][C:23]([N:25]1[CH2:30][CH2:29][CH:28]([O:17][C:14]2[CH:15]=[CH:16][C:9]3[CH2:8][CH2:7][N:6]([CH:1]4[CH2:5][CH2:4][CH2:3][CH2:2]4)[CH2:12][CH2:11][C:10]=3[CH:13]=2)[CH2:27][CH2:26]1)=[O:24])([CH3:21])([CH3:19])[CH3:20], predict the reactants needed to synthesize it. The reactants are: [CH:1]1([N:6]2[CH2:12][CH2:11][C:10]3[CH:13]=[C:14]([OH:17])[CH:15]=[CH:16][C:9]=3[CH2:8][CH2:7]2)[CH2:5][CH2:4][CH2:3][CH2:2]1.[C:18]([O:22][C:23]([N:25]1[CH2:30][CH2:29][CH:28](O)[CH2:27][CH2:26]1)=[O:24])([CH3:21])([CH3:20])[CH3:19].N(C(OC(C)(C)C)=O)=NC(OC(C)(C)C)=O.C1(P(C2C=CC=CC=2)C2C=CC=CC=2)C=CC=CC=1. (4) Given the product [CH3:15][C:16]1[CH:21]=[C:20]([N+:22]([O-:24])=[O:23])[CH:19]=[C:18]([CH3:25])[C:17]=1[O:26][CH2:30][CH2:29][N:28]([CH3:32])[CH3:27], predict the reactants needed to synthesize it. The reactants are: N(C(OC(C)C)=O)=NC(OC(C)C)=O.[CH3:15][C:16]1[CH:21]=[C:20]([N+:22]([O-:24])=[O:23])[CH:19]=[C:18]([CH3:25])[C:17]=1[OH:26].[CH3:27][N:28]([CH3:32])[CH2:29][CH2:30]O. (5) Given the product [F:14][C:7]1[CH:8]=[CH:9][C:10]([N+:11]([O-:13])=[O:12])=[C:5]([CH2:4][C:1]([O:35][CH3:34])([O:3][CH3:41])[CH3:2])[C:6]=1[F:15], predict the reactants needed to synthesize it. The reactants are: [C:1]([CH2:4][C:5]1[C:6]([F:15])=[C:7]([F:14])[CH:8]=[CH:9][C:10]=1[N+:11]([O-:13])=[O:12])(=[O:3])[CH3:2].O.[O-2].[O-2].[O-2].O=[Si]=O.O=[Si]=O.O=[Si]=O.O=[Si]=O.[Al+3].[Al+3].[CH:34](OC)(OC)[O:35]C.[CH2:41](Cl)Cl. (6) Given the product [F:13][C:12]([F:15])([F:14])[C:10]1[CH:9]=[CH:8][C:6]2[N:7]=[C:3]([C:2]([O:21][CH3:20])=[O:19])[NH:4][C:5]=2[CH:11]=1, predict the reactants needed to synthesize it. The reactants are: Cl[C:2](Cl)(Cl)[C:3]1[NH:4][C:5]2[CH:11]=[C:10]([C:12]([F:15])([F:14])[F:13])[CH:9]=[CH:8][C:6]=2[N:7]=1.C[OH:19].[C:20](=O)([O-])[O-:21].[Na+].[Na+].